This data is from Full USPTO retrosynthesis dataset with 1.9M reactions from patents (1976-2016). The task is: Predict the reactants needed to synthesize the given product. (1) Given the product [F:22][CH:21]([F:23])[C:20]([N:18]1[CH2:17][CH2:16][O:15][C@H:14]([CH2:13][NH:12][C:10]2[C:9]3[C:4](=[N:5][CH:6]=[CH:7][N:8]=3)[CH:3]=[C:2]([C:41]3[CH:40]=[CH:39][C:38]([N:35]4[CH2:36][CH2:37][N:32]([CH3:31])[CH2:33][CH2:34]4)=[CH:43][CH:42]=3)[N:11]=2)[CH2:19]1)=[O:24], predict the reactants needed to synthesize it. The reactants are: Cl[C:2]1[N:11]=[C:10]([NH:12][CH2:13][C@@H:14]2[CH2:19][N:18]([C:20](=[O:24])[CH:21]([F:23])[F:22])[CH2:17][CH2:16][O:15]2)[C:9]2[C:4](=[N:5][CH:6]=[CH:7][N:8]=2)[CH:3]=1.C([O-])([O-])=O.[Cs+].[Cs+].[CH3:31][N:32]1[CH2:37][CH2:36][N:35]([C:38]2[CH:43]=[CH:42][C:41](B3OC(C)(C)C(C)(C)O3)=[CH:40][CH:39]=2)[CH2:34][CH2:33]1. (2) Given the product [Cl:28][C:26]1[CH:25]=[CH:24][C:15]([O:16][C:17]2[CH:18]=[CH:19][C:20]([OH:23])=[CH:21][CH:22]=2)=[C:14]([NH:13][C:2]2[C:3]3[C:8](=[N:7][C:6]([CH3:12])=[CH:5][CH:4]=3)[N:9]=[CH:10][CH:11]=2)[CH:27]=1, predict the reactants needed to synthesize it. The reactants are: Cl[C:2]1[CH:11]=[CH:10][N:9]=[C:8]2[C:3]=1[CH:4]=[CH:5][C:6]([CH3:12])=[N:7]2.[NH2:13][C:14]1[CH:27]=[C:26]([Cl:28])[CH:25]=[CH:24][C:15]=1[O:16][C:17]1[CH:22]=[CH:21][C:20]([OH:23])=[CH:19][CH:18]=1. (3) Given the product [O:1]=[C:2]1[N:6]([C:7]2([C:10]3[CH:15]=[CH:14][CH:13]=[C:12]([C:16]([F:19])([F:17])[F:18])[CH:11]=3)[CH2:9][CH2:8]2)[CH2:5][C@H:4]([C@@H:20]([NH:28][C:29]([C:31]2[N:35]3[CH2:36][CH2:37][NH:38][CH2:39][C:34]3=[C:33]([C:47]([O:49][CH3:50])=[O:48])[CH:32]=2)=[O:30])[CH2:21][C:22]2[CH:23]=[CH:24][CH:25]=[CH:26][CH:27]=2)[O:3]1, predict the reactants needed to synthesize it. The reactants are: [O:1]=[C:2]1[N:6]([C:7]2([C:10]3[CH:15]=[CH:14][CH:13]=[C:12]([C:16]([F:19])([F:18])[F:17])[CH:11]=3)[CH2:9][CH2:8]2)[CH2:5][C@H:4]([C@@H:20]([NH:28][C:29]([C:31]2[N:35]3[CH2:36][CH2:37][N:38](C(OC(C)(C)C)=O)[CH2:39][C:34]3=[C:33]([C:47]([O:49][CH3:50])=[O:48])[CH:32]=2)=[O:30])[CH2:21][C:22]2[CH:27]=[CH:26][CH:25]=[CH:24][CH:23]=2)[O:3]1.Cl. (4) Given the product [CH3:6][O:5][C:3](=[O:4])[C:2]([CH3:1])([CH2:14][C@H:15]1[CH2:16][C:17](=[O:28])[N:18]([C@H:20]([C:22]2[CH:27]=[CH:26][CH:25]=[CH:24][CH:23]=2)[CH3:21])[CH2:19]1)[C:7]([O:9][CH3:10])=[O:8], predict the reactants needed to synthesize it. The reactants are: [CH3:1][CH:2]([C:7]([O:9][CH3:10])=[O:8])[C:3]([O:5][CH3:6])=[O:4].[H-].[Na+].I[CH2:14][C@@H:15]1[CH2:19][N:18]([C@H:20]([C:22]2[CH:27]=[CH:26][CH:25]=[CH:24][CH:23]=2)[CH3:21])[C:17](=[O:28])[CH2:16]1.O. (5) Given the product [Cl:1][C:2]1[CH:7]=[CH:6][C:5]([C:8]([F:11])([F:10])[F:9])=[CH:4][C:3]=1[C:19]1([OH:22])[CH2:20][CH2:21][N:16]([CH2:13][CH2:14][CH3:15])[CH2:17][CH2:18]1, predict the reactants needed to synthesize it. The reactants are: [Cl:1][C:2]1[CH:7]=[CH:6][C:5]([C:8]([F:11])([F:10])[F:9])=[CH:4][C:3]=1I.[CH2:13]([N:16]1[CH2:21][CH2:20][C:19](=[O:22])[CH2:18][CH2:17]1)[CH2:14][CH3:15].